Dataset: Full USPTO retrosynthesis dataset with 1.9M reactions from patents (1976-2016). Task: Predict the reactants needed to synthesize the given product. (1) Given the product [Br:23][C:16]1[N:17]([CH3:19])[N:18]=[C:11]2[C:12]=1[CH2:13][CH2:14][CH2:15][N:10]2[C:3]1[C:4]([CH3:9])=[CH:5][C:6]([CH3:8])=[CH:7][C:2]=1[Cl:1], predict the reactants needed to synthesize it. The reactants are: [Cl:1][C:2]1[CH:7]=[C:6]([CH3:8])[CH:5]=[C:4]([CH3:9])[C:3]=1[N:10]1[CH2:15][CH2:14][CH2:13][C:12]2[C:16](=O)[N:17]([CH3:19])[NH:18][C:11]1=2.P(Br)(Br)([Br:23])=O. (2) Given the product [NH:25]1[C:26]2[C:22](=[CH:21][C:20]([C:18]3[N:19]=[C:14]([C:13]4[CH:29]=[CH:30][C:31]([O:32][CH3:33])=[C:11]([C:1]56[CH2:10][CH:5]7[CH2:6][CH:7]([CH2:9][CH:3]([CH2:4]7)[CH2:2]5)[CH2:8]6)[CH:12]=4)[O:16][N:17]=3)=[CH:28][CH:27]=2)[CH:23]=[CH:24]1, predict the reactants needed to synthesize it. The reactants are: [C:1]12([C:11]3[CH:12]=[C:13]([CH:29]=[CH:30][C:31]=3[O:32][CH3:33])[C:14]([O:16][NH:17][C:18]([C:20]3[CH:21]=[C:22]4[C:26](=[CH:27][CH:28]=3)[NH:25][CH:24]=[CH:23]4)=[NH:19])=O)[CH2:10][CH:5]3[CH2:6][CH:7]([CH2:9][CH:3]([CH2:4]3)[CH2:2]1)[CH2:8]2.CCCC[N+](CCCC)(CCCC)CCCC.[F-].C1COCC1. (3) Given the product [Cl:8][C:5]1[N:6]=[CH:7][C:2]([C:27]2[CH:26]=[N:25][C:24]([NH2:38])=[C:23]([O:22][C@@H:20]([C:13]3[C:14]([Cl:19])=[CH:15][CH:16]=[C:17]([F:18])[C:12]=3[Cl:11])[CH3:21])[CH:28]=2)=[CH:3][C:4]=1[O:9][CH3:10], predict the reactants needed to synthesize it. The reactants are: Br[C:2]1[CH:3]=[C:4]([O:9][CH3:10])[C:5]([Cl:8])=[N:6][CH:7]=1.[Cl:11][C:12]1[C:17]([F:18])=[CH:16][CH:15]=[C:14]([Cl:19])[C:13]=1[C@H:20]([O:22][C:23]1[C:24]([NH2:38])=[N:25][CH:26]=[C:27](B2OC(C)(C)C(C)(C)O2)[CH:28]=1)[CH3:21].C([O-])([O-])=O.[Cs+].[Cs+]. (4) Given the product [C:4]1([C:30]2[CH:31]=[CH:32][CH:33]=[CH:34][CH:35]=2)[CH:9]=[CH:8][C:7]([O:10][CH:11]2[CH2:15][CH2:14][N:13]([C:16]3[CH:21]=[CH:20][C:19]([O:22][CH2:23][C@H:24]([OH:25])[CH2:26][S:3][CH2:1][CH3:2])=[C:18]([O:27][CH3:28])[CH:17]=3)[C:12]2=[O:29])=[CH:6][CH:5]=1, predict the reactants needed to synthesize it. The reactants are: [CH2:1]([SH:3])[CH3:2].[C:4]1([C:30]2[CH:35]=[CH:34][CH:33]=[CH:32][CH:31]=2)[CH:9]=[CH:8][C:7]([O:10][CH:11]2[CH2:15][CH2:14][N:13]([C:16]3[CH:21]=[CH:20][C:19]([O:22][CH2:23][C@H:24]4[CH2:26][O:25]4)=[C:18]([O:27][CH3:28])[CH:17]=3)[C:12]2=[O:29])=[CH:6][CH:5]=1.[OH-].[K+]. (5) Given the product [CH2:1]([O:8][C:9]1[C:14]([N+:15]([O-:17])=[O:16])=[C:13]([C:24]2[CH:25]=[CH:26][C:21]([O:20][CH3:19])=[CH:22][CH:23]=2)[CH:12]=[CH:11][N:10]=1)[C:2]1[CH:7]=[CH:6][CH:5]=[CH:4][CH:3]=1, predict the reactants needed to synthesize it. The reactants are: [CH2:1]([O:8][C:9]1[C:14]([N+:15]([O-:17])=[O:16])=[C:13](Cl)[CH:12]=[CH:11][N:10]=1)[C:2]1[CH:7]=[CH:6][CH:5]=[CH:4][CH:3]=1.[CH3:19][O:20][C:21]1[CH:26]=[CH:25][C:24](B(O)O)=[CH:23][CH:22]=1.C(=O)([O-])[O-].[Na+].[Na+].